The task is: Regression. Given a peptide amino acid sequence and an MHC pseudo amino acid sequence, predict their binding affinity value. This is MHC class II binding data.. This data is from Peptide-MHC class II binding affinity with 134,281 pairs from IEDB. (1) The peptide sequence is LSEFGKAKGSRAIWY. The MHC is HLA-DQA10601-DQB10402 with pseudo-sequence HLA-DQA10601-DQB10402. The binding affinity (normalized) is 0.413. (2) The peptide sequence is TVQKGSDPKKLV. The MHC is DRB1_1101 with pseudo-sequence DRB1_1101. The binding affinity (normalized) is 0. (3) The peptide sequence is GAGAAPLSWSKEIYN. The MHC is DRB1_0701 with pseudo-sequence DRB1_0701. The binding affinity (normalized) is 0.267.